Task: Binary Classification. Given a drug SMILES string, predict its activity (active/inactive) in a high-throughput screening assay against a specified biological target.. Dataset: KCNQ2 potassium channel screen with 302,405 compounds (1) The compound is OCc1cc2CCC(Nc2cc1[N+]([O-])=O)CNC(C)C. The result is 0 (inactive). (2) The drug is O=C(Nn1c(nnc1C)C)NCC. The result is 0 (inactive). (3) The drug is Clc1cc(C(=O)NNC(=O)CCC(O)=O)ccc1. The result is 0 (inactive). (4) The compound is S(=O)(=O)(Cn1nnnc1C(N1CCN(CC1)CC)CC(C)C)c1ccc(cc1)C. The result is 0 (inactive). (5) The drug is O(C(C)(C)C)C(=O)C(NC(=O)c1nc[nH]c1C(=O)NC1CC[NH2+]CC1)CC(C)C. The result is 0 (inactive). (6) The drug is S(=O)(=O)(N(c1ccc(O)cc1)C)c1cc2c(cc1)cccc2. The result is 0 (inactive). (7) The drug is Clc1c(C(=O)NNC=2CCCC2C(=O)C(F)(F)F)cccc1. The result is 1 (active).